Dataset: Merck oncology drug combination screen with 23,052 pairs across 39 cell lines. Task: Regression. Given two drug SMILES strings and cell line genomic features, predict the synergy score measuring deviation from expected non-interaction effect. (1) Synergy scores: synergy=44.8. Drug 2: COC1CC2CCC(C)C(O)(O2)C(=O)C(=O)N2CCCCC2C(=O)OC(C(C)CC2CCC(OP(C)(C)=O)C(OC)C2)CC(=O)C(C)C=C(C)C(O)C(OC)C(=O)C(C)CC(C)C=CC=CC=C1C. Cell line: LNCAP. Drug 1: CN1C(=O)C=CC2(C)C3CCC4(C)C(NC(=O)OCC(F)(F)F)CCC4C3CCC12. (2) Drug 1: CN(Cc1cnc2nc(N)nc(N)c2n1)c1ccc(C(=O)NC(CCC(=O)O)C(=O)O)cc1. Drug 2: CC1(c2nc3c(C(N)=O)cccc3[nH]2)CCCN1. Cell line: RPMI7951. Synergy scores: synergy=13.4. (3) Drug 1: O=P1(N(CCCl)CCCl)NCCCO1. Drug 2: CC1(c2nc3c(C(N)=O)cccc3[nH]2)CCCN1. Cell line: NCIH1650. Synergy scores: synergy=-3.99. (4) Drug 1: COC12C(COC(N)=O)C3=C(C(=O)C(C)=C(N)C3=O)N1CC1NC12. Drug 2: C#Cc1cccc(Nc2ncnc3cc(OCCOC)c(OCCOC)cc23)c1. Cell line: SKOV3. Synergy scores: synergy=-35.3. (5) Drug 1: CCC1=CC2CN(C1)Cc1c([nH]c3ccccc13)C(C(=O)OC)(c1cc3c(cc1OC)N(C)C1C(O)(C(=O)OC)C(OC(C)=O)C4(CC)C=CCN5CCC31C54)C2. Drug 2: CCN(CC)CCNC(=O)c1c(C)[nH]c(C=C2C(=O)Nc3ccc(F)cc32)c1C. Cell line: HT29. Synergy scores: synergy=-20.3. (6) Drug 1: C#Cc1cccc(Nc2ncnc3cc(OCCOC)c(OCCOC)cc23)c1. Drug 2: CNC(=O)c1cc(Oc2ccc(NC(=O)Nc3ccc(Cl)c(C(F)(F)F)c3)cc2)ccn1. Cell line: T47D. Synergy scores: synergy=0.960. (7) Drug 1: Cc1nc(Nc2ncc(C(=O)Nc3c(C)cccc3Cl)s2)cc(N2CCN(CCO)CC2)n1. Drug 2: CCc1c2c(nc3ccc(O)cc13)-c1cc3c(c(=O)n1C2)COC(=O)C3(O)CC. Cell line: NCIH520. Synergy scores: synergy=47.3.